Dataset: Forward reaction prediction with 1.9M reactions from USPTO patents (1976-2016). Task: Predict the product of the given reaction. (1) Given the reactants [C:1](#[N:4])[CH:2]=[CH2:3].[Br:5][C:6]1[CH:12]=[CH:11][C:9]([NH2:10])=[C:8](I)[CH:7]=1.C([O-])(O)=O.[Na+].O, predict the reaction product. The product is: [NH2:10][C:9]1[CH:11]=[CH:12][C:6]([Br:5])=[CH:7][C:8]=1/[CH:3]=[CH:2]/[C:1]#[N:4]. (2) Given the reactants [Cl:1][C:2]1[CH:7]=[CH:6][C:5]([C:8]2([C:12]3[C:18]4[CH:19]=[C:20]([O:23][CH3:24])[CH:21]=[CH:22][C:17]=4[O:16][CH2:15][CH2:14][N:13]=3)[CH2:11][CH2:10][CH2:9]2)=[CH:4][CH:3]=1.[BH4-].[Na+], predict the reaction product. The product is: [ClH:1].[Cl:1][C:2]1[CH:7]=[CH:6][C:5]([C:8]2([CH:12]3[C:18]4[CH:19]=[C:20]([O:23][CH3:24])[CH:21]=[CH:22][C:17]=4[O:16][CH2:15][CH2:14][NH:13]3)[CH2:11][CH2:10][CH2:9]2)=[CH:4][CH:3]=1. (3) Given the reactants [F:1][C:2]1[CH:3]=[C:4]([CH:8]=[C:9](B2OC(C)(C)C(C)(C)O2)[C:10]=1[CH3:11])[C:5]([NH2:7])=[O:6].Br[C:22]1[C:27](=[O:28])[N:26]([CH3:29])[C:25]2[N:30]([C:33]3[CH:38]=[CH:37][CH:36]=[CH:35][C:34]=3[Cl:39])[N:31]=[CH:32][C:24]=2[CH:23]=1.[OH-].[Na+], predict the reaction product. The product is: [Cl:39][C:34]1[CH:35]=[CH:36][CH:37]=[CH:38][C:33]=1[N:30]1[C:25]2[N:26]([CH3:29])[C:27](=[O:28])[C:22]([C:9]3[CH:8]=[C:4]([CH:3]=[C:2]([F:1])[C:10]=3[CH3:11])[C:5]([NH2:7])=[O:6])=[CH:23][C:24]=2[CH:32]=[N:31]1. (4) The product is: [CH2:18]([O:22][C:23]1[CH:28]=[CH:27][C:26]([S:29]([NH:6][CH:5]([CH:7]([CH3:9])[CH3:8])[C:4]([O:3][CH3:2])=[O:10])(=[O:31])=[O:30])=[CH:25][CH:24]=1)[CH:19]=[C:20]=[CH2:21]. Given the reactants Cl.[CH3:2][O:3][C:4](=[O:10])[CH:5]([CH:7]([CH3:9])[CH3:8])[NH2:6].C(N(CC)CC)C.[CH2:18]([O:22][C:23]1[CH:28]=[CH:27][C:26]([S:29](Cl)(=[O:31])=[O:30])=[CH:25][CH:24]=1)[CH:19]=[C:20]=[CH2:21], predict the reaction product.